This data is from Reaction yield outcomes from USPTO patents with 853,638 reactions. The task is: Predict the reaction yield, written as a fraction of the theoretical maximum amount of product (1.0 means a 100% yield; for example, 0.34 means a 34% yield). (1) The reactants are [F:1][C:2]([F:22])([F:21])[O:3][C:4]1[CH:9]=[CH:8][C:7]([N:10]2[CH2:14][CH:13]3[CH2:15][C:16]4([CH2:19][CH:12]3[C:11]2=[O:20])[CH2:18][O:17]4)=[CH:6][CH:5]=1.[NH2:23][C:24]1[CH:29]=[CH:28][CH:27]=[CH:26][CH:25]=1.C1(O)C=CC=CC=1. The catalyst is O. The product is [OH:17][C:16]1([CH2:18][NH:23][C:24]2[CH:29]=[CH:28][CH:27]=[CH:26][CH:25]=2)[CH2:19][CH:12]2[C:11](=[O:20])[N:10]([C:7]3[CH:6]=[CH:5][C:4]([O:3][C:2]([F:22])([F:21])[F:1])=[CH:9][CH:8]=3)[CH2:14][CH:13]2[CH2:15]1. The yield is 0.240. (2) The yield is 0.980. The reactants are S(=O)(=O)(O)O.[Br:6][C:7]1[CH:15]=[C:14]([Cl:16])[CH:13]=[CH:12][C:8]=1[C:9]([OH:11])=[O:10].[CH3:17]O. No catalyst specified. The product is [CH3:17][O:10][C:9](=[O:11])[C:8]1[CH:12]=[CH:13][C:14]([Cl:16])=[CH:15][C:7]=1[Br:6]. (3) The reactants are [Cl:1][C:2]1[CH:7]=[CH:6][C:5]([N:8]2[CH:12]=[C:11]([C:13]([OH:15])=O)[N:10]=[C:9]2[CH2:16][CH2:17][CH3:18])=[CH:4][CH:3]=1.[Li].Cl.Cl.[NH2:22][CH2:23][CH:24]([OH:40])[CH2:25][N:26]1[CH2:31][CH2:30][N:29]([C:32]2[CH:37]=[CH:36][CH:35]=[C:34]([Cl:38])[C:33]=2[Cl:39])[CH2:28][CH2:27]1.CCN=C=NCCCN(C)C.C1C=CC2N(O)N=NC=2C=1.CN1CCOCC1. The catalyst is CN(C=O)C. The product is [Cl:1][C:2]1[CH:3]=[CH:4][C:5]([N:8]2[CH:12]=[C:11]([C:13]([NH:22][CH2:23][CH:24]([OH:40])[CH2:25][N:26]3[CH2:27][CH2:28][N:29]([C:32]4[CH:37]=[CH:36][CH:35]=[C:34]([Cl:38])[C:33]=4[Cl:39])[CH2:30][CH2:31]3)=[O:15])[N:10]=[C:9]2[CH2:16][CH2:17][CH3:18])=[CH:6][CH:7]=1. The yield is 0.240. (4) The reactants are [F:1][C:2]1[CH:3]=[C:4]([CH:6]=[CH:7][C:8]=1[CH3:9])[NH2:5].C(O)(=O)C.[N:14]([O-])=O.[Na+].[Sn](Cl)(Cl)(Cl)Cl. The catalyst is O.Cl. The product is [F:1][C:2]1[CH:3]=[C:4]([NH:5][NH2:14])[CH:6]=[CH:7][C:8]=1[CH3:9]. The yield is 0.500. (5) The reactants are [CH3:1][O:2][CH2:3][C:4]1[C:5]([C:28]2[CH:33]=[CH:32][CH:31]=[CH:30][CH:29]=2)=[C:6]([O:14][C:15]2[CH:20]=[CH:19][C:18](/[CH:21]=[CH:22]/[C:23]([O:25]CC)=[O:24])=[CH:17][CH:16]=2)[C:7]2[C:12]([CH:13]=1)=[CH:11][CH:10]=[CH:9][CH:8]=2.[OH-].[Na+]. The catalyst is C1COCC1.CCO. The product is [CH3:1][O:2][CH2:3][C:4]1[C:5]([C:28]2[CH:33]=[CH:32][CH:31]=[CH:30][CH:29]=2)=[C:6]([O:14][C:15]2[CH:20]=[CH:19][C:18](/[CH:21]=[CH:22]/[C:23]([OH:25])=[O:24])=[CH:17][CH:16]=2)[C:7]2[C:12]([CH:13]=1)=[CH:11][CH:10]=[CH:9][CH:8]=2. The yield is 0.930. (6) The reactants are N1CCCCC1C[OH:8].ClC1C2C(=CC(OC)=C(OC)C=2)N=CN=1.N1CCC(O)C1.ClC1C2C(=CC=CC=2)N=CC=1.[CH:41]([C:44]1[CH:49]=[CH:48][C:47]([N:50]=[C:51]=[O:52])=[CH:46][CH:45]=1)([CH3:43])[CH3:42].C[Si]([N-][Si](C)(C)C)(C)C.[Na+]. The catalyst is O1CCOCC1. The product is [CH:41]([C:44]1[CH:49]=[CH:48][C:47]([NH:50][C:51](=[O:8])[OH:52])=[CH:46][CH:45]=1)([CH3:43])[CH3:42]. The yield is 0.0800.